From a dataset of Catalyst prediction with 721,799 reactions and 888 catalyst types from USPTO. Predict which catalyst facilitates the given reaction. (1) Reactant: CC1C=CC(S([NH:11][CH:12]2[CH:17]=[CH:16][C:15]([O:18][C:19]3[CH:24]=[CH:23][CH:22]=[C:21]([N+:25]([O-:27])=[O:26])[CH:20]=3)=[CH:14][N:13]2[CH2:28][C:29]([NH2:31])=O)(=O)=O)=CC=1.FC(F)(F)C(OC(=O)C(F)(F)F)=O. Product: [N+:25]([C:21]1[CH:20]=[C:19]([CH:24]=[CH:23][CH:22]=1)[O:18][C:15]1[CH:16]=[CH:17][C:12]2[N:13]([CH:28]=[C:29]([NH2:31])[N:11]=2)[CH:14]=1)([O-:27])=[O:26]. The catalyst class is: 4. (2) Reactant: [NH2:1][C:2]1[CH:3]=[C:4]2[C:10]([CH:11]3[CH2:16][CH2:15][N:14]([C:17]([O:19][C:20]([CH3:23])([CH3:22])[CH3:21])=[O:18])[CH2:13][CH2:12]3)=[CH:9][N:8]([CH3:24])[C:5]2=[N:6][CH:7]=1.[C:25]([C:27]1[CH:28]=[C:29]([CH:33]=[CH:34][CH:35]=1)[C:30](Cl)=[O:31])#[N:26].C(N(CC)CC)C. Product: [C:25]([C:27]1[CH:28]=[C:29]([CH:33]=[CH:34][CH:35]=1)[C:30]([NH:1][C:2]1[CH:3]=[C:4]2[C:10]([CH:11]3[CH2:12][CH2:13][N:14]([C:17]([O:19][C:20]([CH3:21])([CH3:23])[CH3:22])=[O:18])[CH2:15][CH2:16]3)=[CH:9][N:8]([CH3:24])[C:5]2=[N:6][CH:7]=1)=[O:31])#[N:26]. The catalyst class is: 2. (3) Reactant: Br[C:2]1[CH:3]=[N:4][CH:5]=[CH:6][C:7]=1[CH:8]([OH:10])[CH3:9].C([O-])([O-])=O.[Na+].[Na+].[Cl:17][C:18]1[CH:19]=[C:20](B(O)O)[CH:21]=[CH:22][C:23]=1[Cl:24]. Product: [Cl:17][C:18]1[CH:19]=[C:20]([C:2]2[CH:3]=[N:4][CH:5]=[CH:6][C:7]=2[CH:8]([OH:10])[CH3:9])[CH:21]=[CH:22][C:23]=1[Cl:24]. The catalyst class is: 151. (4) Reactant: [N+:1]([O-])([O-:3])=[O:2].[K+].[CH2:6]([O:8][C:9]1[CH:17]=[C:16]([N+:18]([O-:20])=[O:19])[CH:15]=[CH:14][C:10]=1[C:11]([OH:13])=[O:12])[CH3:7]. Product: [N+:18]([C:16]1[C:15]([N+:1]([O-:3])=[O:2])=[CH:14][C:10]([C:11]([OH:13])=[O:12])=[C:9]([O:8][CH2:6][CH3:7])[CH:17]=1)([O-:20])=[O:19]. The catalyst class is: 65.